This data is from Peptide-MHC class I binding affinity with 185,985 pairs from IEDB/IMGT. The task is: Regression. Given a peptide amino acid sequence and an MHC pseudo amino acid sequence, predict their binding affinity value. This is MHC class I binding data. (1) The peptide sequence is RPMTYKAAL. The MHC is HLA-B44:03 with pseudo-sequence HLA-B44:03. The binding affinity (normalized) is 0. (2) The peptide sequence is TPRAKRGTAQ. The MHC is HLA-B07:02 with pseudo-sequence HLA-B07:02. The binding affinity (normalized) is 0.563. (3) The peptide sequence is HDLMMGYAW. The MHC is HLA-B44:02 with pseudo-sequence HLA-B44:02. The binding affinity (normalized) is 0.750. (4) The peptide sequence is VTLDGQQFY. The MHC is HLA-B15:01 with pseudo-sequence HLA-B15:01. The binding affinity (normalized) is 0.